This data is from Full USPTO retrosynthesis dataset with 1.9M reactions from patents (1976-2016). The task is: Predict the reactants needed to synthesize the given product. (1) Given the product [CH:19]([N:32]1[CH2:35][CH:34]([O:17][C:16]2[C:11]3[NH:10][C:9](=[O:18])[N:8]([CH2:1][C:2]4[CH:3]=[CH:4][CH:5]=[CH:6][CH:7]=4)[C:12]=3[CH:13]=[CH:14][CH:15]=2)[CH2:33]1)([C:26]1[CH:27]=[CH:28][CH:29]=[CH:30][CH:31]=1)[C:20]1[CH:21]=[CH:22][CH:23]=[CH:24][CH:25]=1, predict the reactants needed to synthesize it. The reactants are: [CH2:1]([N:8]1[C:12]2[CH:13]=[CH:14][CH:15]=[C:16]([OH:17])[C:11]=2[NH:10][C:9]1=[O:18])[C:2]1[CH:7]=[CH:6][CH:5]=[CH:4][CH:3]=1.[CH:19]([N:32]1[CH2:35][CH:34](O)[CH2:33]1)([C:26]1[CH:31]=[CH:30][CH:29]=[CH:28][CH:27]=1)[C:20]1[CH:25]=[CH:24][CH:23]=[CH:22][CH:21]=1.C1(P(C2C=CC=CC=2)C2C=CC=CC=2)C=CC=CC=1.N(C(OC(C)C)=O)=NC(OC(C)C)=O. (2) The reactants are: [C:1](=[O:4])([O-])[O-].[K+].[K+].[OH:7][C:8]1[C:15]([CH3:16])=[CH:14][CH:13]=[CH:12][C:9]=1[C:10]#[N:11].Br[CH:18](OCC)[C:19]([C:21]1[CH:26]=[CH:25][CH:24]=[CH:23][CH:22]=1)=[O:20].[CH3:30]N(C=O)C. Given the product [NH2:11][C:10]1[C:9]2[CH:12]=[CH:13][CH:14]=[C:15]([CH3:16])[C:8]=2[O:7][C:18]=1[C:19](=[O:20])[C:21]1[CH:22]=[CH:23][CH:24]=[CH:25][C:26]=1[O:4][CH2:1][CH3:30], predict the reactants needed to synthesize it. (3) Given the product [CH3:20][O:19][C:13]1[CH:12]=[C:11]([S:8]([N:7]([CH2:1][CH2:2][CH2:3][CH2:4][CH2:5][CH3:6])[S:33]([C:27]2[CH:28]=[CH:29][C:30]([O:31][CH3:32])=[C:25]([O:24][CH3:23])[CH:26]=2)(=[O:35])=[O:34])(=[O:10])=[O:9])[CH:16]=[CH:15][C:14]=1[O:17][CH3:18], predict the reactants needed to synthesize it. The reactants are: [CH2:1]([NH:7][S:8]([C:11]1[CH:16]=[CH:15][C:14]([O:17][CH3:18])=[C:13]([O:19][CH3:20])[CH:12]=1)(=[O:10])=[O:9])[CH2:2][CH2:3][CH2:4][CH2:5][CH3:6].[H-].[Na+].[CH3:23][O:24][C:25]1[CH:26]=[C:27]([S:33](Cl)(=[O:35])=[O:34])[CH:28]=[CH:29][C:30]=1[O:31][CH3:32].O. (4) Given the product [F:34][C:20]1[CH:19]=[C:18]([NH:17][C:15](=[O:16])[O:14][CH2:7][C:8]2[CH:9]=[CH:10][CH:11]=[CH:12][CH:13]=2)[CH:23]=[CH:22][C:21]=1[N:24]1[CH:28]=[C:27]([CH2:29][OH:30])[CH:26]=[N:25]1, predict the reactants needed to synthesize it. The reactants are: [H-].[Al+3].[Li+].[H-].[H-].[H-].[CH2:7]([O:14][C:15]([NH:17][C:18]1[CH:23]=[CH:22][C:21]([N:24]2[CH:28]=[C:27]([C:29](OCC)=[O:30])[CH:26]=[N:25]2)=[C:20]([F:34])[CH:19]=1)=[O:16])[C:8]1[CH:13]=[CH:12][CH:11]=[CH:10][CH:9]=1. (5) Given the product [C:29]([C:31]1[CH:32]=[CH:33][C:34]([NH:37][C:38]([N:9]2[CH2:10][CH:11]([CH2:23][C:24]([CH3:25])([CH3:27])[CH3:26])[C:12]([C:15]3[CH:20]=[CH:19][C:18]([Cl:21])=[CH:17][C:16]=3[F:22])([C:13]#[N:14])[CH:8]2[C:4]2[CH:5]=[CH:6][CH:7]=[C:2]([Cl:1])[C:3]=2[F:28])=[O:39])=[CH:35][CH:36]=1)#[N:30], predict the reactants needed to synthesize it. The reactants are: [Cl:1][C:2]1[C:3]([F:28])=[C:4]([CH:8]2[C:12]([C:15]3[CH:20]=[CH:19][C:18]([Cl:21])=[CH:17][C:16]=3[F:22])([C:13]#[N:14])[CH:11]([CH2:23][C:24]([CH3:27])([CH3:26])[CH3:25])[CH2:10][NH:9]2)[CH:5]=[CH:6][CH:7]=1.[C:29]([C:31]1[CH:36]=[CH:35][C:34]([N:37]=[C:38]=[O:39])=[CH:33][CH:32]=1)#[N:30]. (6) The reactants are: [CH3:1][O:2][C:3]1[CH:4]=[C:5]2[C:10](=[CH:11][C:12]=1[O:13][CH3:14])[N:9]=[CH:8][N:7]=[C:6]2[O:15][C:16]1[CH:22]=[CH:21][C:19]([NH2:20])=[CH:18][CH:17]=1.ClC(Cl)(O[C:27](=[O:33])OC(Cl)(Cl)Cl)Cl.[C:35]([C:39]1[CH:51]=[CH:50][C:42]([CH2:43][N:44]2[CH2:48][CH2:47][CH:46]([NH2:49])[CH2:45]2)=[CH:41][CH:40]=1)([CH3:38])([CH3:37])[CH3:36].C(=O)([O-])O.[Na+]. Given the product [C:35]([C:39]1[CH:51]=[CH:50][C:42]([CH2:43][N:44]2[CH2:48][CH2:47][CH:46]([NH:49][C:27]([NH:20][C:19]3[CH:21]=[CH:22][C:16]([O:15][C:6]4[C:5]5[C:10](=[CH:11][C:12]([O:13][CH3:14])=[C:3]([O:2][CH3:1])[CH:4]=5)[N:9]=[CH:8][N:7]=4)=[CH:17][CH:18]=3)=[O:33])[CH2:45]2)=[CH:41][CH:40]=1)([CH3:38])([CH3:36])[CH3:37], predict the reactants needed to synthesize it. (7) Given the product [CH3:36][N:34]([CH3:35])[C:31]1[CH:30]=[CH:29][C:28]([C:26]([C:25]2[CH:8]([C:7]3[CH:10]=[CH:11][C:4]([CH:1]([CH3:3])[CH3:2])=[CH:5][CH:6]=3)[N:12]([C:13]3[N:14]=[N:15][C:16]([CH3:19])=[CH:17][CH:18]=3)[C:23](=[O:22])[C:24]=2[OH:37])=[O:27])=[CH:33][CH:32]=1, predict the reactants needed to synthesize it. The reactants are: [CH:1]([C:4]1[CH:11]=[CH:10][C:7]([CH:8]=O)=[CH:6][CH:5]=1)([CH3:3])[CH3:2].[NH2:12][C:13]1[N:14]=[N:15][C:16]([CH3:19])=[CH:17][CH:18]=1.C([O:22][C:23](=O)[C:24]([OH:37])=[CH:25][C:26]([C:28]1[CH:33]=[CH:32][C:31]([N:34]([CH3:36])[CH3:35])=[CH:30][CH:29]=1)=[O:27])C. (8) Given the product [F:1][C:2]1[CH:32]=[CH:31][C:5]([CH2:6][O:7][CH2:8][CH2:9][CH2:10][CH2:11][C@@H:12]([N:28]=[N+:29]=[N-:30])[C:13]([OH:14])=[O:38])=[CH:4][C:3]=1[CH3:33], predict the reactants needed to synthesize it. The reactants are: [F:1][C:2]1[CH:32]=[CH:31][C:5]([CH2:6][O:7][CH2:8][CH2:9][CH2:10][CH2:11][C@@H:12]([N:28]=[N+:29]=[N-:30])[C:13](N2[C@H](CC3C=CC=CC=3)COC2=O)=[O:14])=[CH:4][C:3]=1[CH3:33].OO.[Li+].[OH-].[O-:38]S([O-])=O.[Na+].[Na+].Cl. (9) Given the product [Br:1][C:2]1[CH:3]=[C:4]([C:8]2([C:11]([O-:13])=[O:12])[CH2:9][CH2:10]2)[CH:5]=[N:6][CH:7]=1.[K+:16], predict the reactants needed to synthesize it. The reactants are: [Br:1][C:2]1[CH:3]=[C:4]([C:8]2([C:11]([O:13]C)=[O:12])[CH2:10][CH2:9]2)[CH:5]=[N:6][CH:7]=1.O([Si](C)(C)C)[K:16]. (10) Given the product [CH3:1][C:2]1[N:3]=[C:4]([C:8]#[C:9][CH:10]=[C:11]2[CH2:12][CH2:13][N:14]([C:24]([NH:23][C:17]3[CH:22]=[CH:21][CH:20]=[CH:19][CH:18]=3)=[O:25])[CH2:15][CH2:16]2)[CH:5]=[CH:6][CH:7]=1, predict the reactants needed to synthesize it. The reactants are: [CH3:1][C:2]1[CH:7]=[CH:6][CH:5]=[C:4]([C:8]#[C:9][CH:10]=[C:11]2[CH2:16][CH2:15][NH:14][CH2:13][CH2:12]2)[N:3]=1.[C:17]1([N:23]=[C:24]=[O:25])[CH:22]=[CH:21][CH:20]=[CH:19][CH:18]=1.